From a dataset of Peptide-MHC class II binding affinity with 134,281 pairs from IEDB. Regression. Given a peptide amino acid sequence and an MHC pseudo amino acid sequence, predict their binding affinity value. This is MHC class II binding data. (1) The peptide sequence is YMDVISRRDQRGSGQ. The MHC is HLA-DQA10201-DQB10301 with pseudo-sequence HLA-DQA10201-DQB10301. The binding affinity (normalized) is 0. (2) The peptide sequence is ATPPPPPPPQLGASP. The MHC is DRB4_0101 with pseudo-sequence DRB4_0103. The binding affinity (normalized) is 0.0667. (3) The peptide sequence is CGIYLFNWAVKTKLKLTPLP. The MHC is DRB1_0404 with pseudo-sequence DRB1_0404. The binding affinity (normalized) is 0.333. (4) The peptide sequence is LLNRNNSFKPFAEYK. The MHC is HLA-DQA10101-DQB10501 with pseudo-sequence HLA-DQA10101-DQB10501. The binding affinity (normalized) is 0. (5) The peptide sequence is IQLVFSSMINPLVIT. The MHC is H-2-IAb with pseudo-sequence H-2-IAb. The binding affinity (normalized) is 0.180. (6) The peptide sequence is RCGKYPELKKPITWH. The MHC is DRB1_0101 with pseudo-sequence DRB1_0101. The binding affinity (normalized) is 0.386. (7) The peptide sequence is YDKFLHNVSTVLTGK. The MHC is DRB1_1602 with pseudo-sequence DRB1_1602. The binding affinity (normalized) is 0.796. (8) The peptide sequence is QYIKANAKFIGITE. The MHC is DRB1_0701 with pseudo-sequence DRB1_0701. The binding affinity (normalized) is 0.644. (9) The peptide sequence is MKYLAAFLLLGLAGN. The MHC is DRB3_0101 with pseudo-sequence DRB3_0101. The binding affinity (normalized) is 0.0951.